From a dataset of NCI-60 drug combinations with 297,098 pairs across 59 cell lines. Regression. Given two drug SMILES strings and cell line genomic features, predict the synergy score measuring deviation from expected non-interaction effect. Drug 1: CN(C)N=NC1=C(NC=N1)C(=O)N. Drug 2: C1=C(C(=O)NC(=O)N1)F. Cell line: NCI-H460. Synergy scores: CSS=49.8, Synergy_ZIP=-5.38, Synergy_Bliss=-8.46, Synergy_Loewe=-9.33, Synergy_HSA=-6.22.